This data is from Catalyst prediction with 721,799 reactions and 888 catalyst types from USPTO. The task is: Predict which catalyst facilitates the given reaction. (1) Reactant: [CH2:1]([N:8]([CH2:18][C:19]1[CH:24]=[CH:23][CH:22]=[CH:21][CH:20]=1)[CH:9]1[CH2:14][CH2:13][CH:12]([C:15](=[O:17])[CH3:16])[CH2:11][CH2:10]1)[C:2]1[CH:7]=[CH:6][CH:5]=[CH:4][CH:3]=1.[CH:25]1([Mg]Br)[CH2:27][CH2:26]1. Product: [CH:25]1([C:15]([CH:12]2[CH2:13][CH2:14][CH:9]([N:8]([CH2:1][C:2]3[CH:7]=[CH:6][CH:5]=[CH:4][CH:3]=3)[CH2:18][C:19]3[CH:24]=[CH:23][CH:22]=[CH:21][CH:20]=3)[CH2:10][CH2:11]2)([OH:17])[CH3:16])[CH2:27][CH2:26]1. The catalyst class is: 1. (2) Reactant: [N+:1]([C:4]1[CH:9]=[CH:8][C:7]([C:10]2[N:11]=[C:12]3[CH:17]=[CH:16][CH:15]=[CH:14][N:13]3[CH:18]=2)=[CH:6][CH:5]=1)([O-])=O.O.O.[Sn](Cl)Cl.CCOC(C)=O.C(Cl)Cl. Product: [N:11]1[C:10]([C:7]2[CH:8]=[CH:9][C:4]([NH2:1])=[CH:5][CH:6]=2)=[CH:18][N:13]2[CH:14]=[CH:15][CH:16]=[CH:17][C:12]=12. The catalyst class is: 14. (3) Reactant: [CH3:1][C:2]1[CH:7]=[C:6]([C:8]2[S:12][CH:11]=[N:10][CH:9]=2)[N:5]=[C:4]([NH:13][C:14]2[CH:19]=[C:18]([C:20]([F:23])([F:22])[F:21])[CH:17]=[CH:16][N:15]=2)[CH:3]=1.C([N-]C(C)C)(C)C.[Li+].[O:32]=[C:33]1[CH2:42][CH2:41][CH2:40][C:39]2[CH:38]=[C:37]([C:43]([O:45][CH3:46])=[O:44])[CH:36]=[CH:35][C:34]1=2. Product: [OH:32][C:33]1([C:11]2[S:12][C:8]([C:6]3[CH:7]=[C:2]([CH3:1])[CH:3]=[C:4]([NH:13][C:14]4[CH:19]=[C:18]([C:20]([F:23])([F:21])[F:22])[CH:17]=[CH:16][N:15]=4)[N:5]=3)=[CH:9][N:10]=2)[CH2:42][CH2:41][CH2:40][C:39]2[CH:38]=[C:37]([C:43]([O:45][CH3:46])=[O:44])[CH:36]=[CH:35][C:34]1=2. The catalyst class is: 1. (4) Reactant: F[C:2]1[CH:9]=[CH:8][C:5]([C:6]#[N:7])=[C:4]([C:10]([F:13])([F:12])[F:11])[CH:3]=1.[NH2:14][C@@H:15]([C:19]([OH:21])=[O:20])[C@H:16]([CH3:18])[OH:17].C([O-])([O-])=O.[K+].[K+].C(O)(=O)CC(CC(O)=O)(C(O)=O)O. Product: [C:6]([C:5]1[CH:8]=[CH:9][C:2]([NH:14][C@H:15]([C@@H:16]([OH:17])[CH3:18])[C:19]([OH:21])=[O:20])=[CH:3][C:4]=1[C:10]([F:13])([F:12])[F:11])#[N:7]. The catalyst class is: 16. (5) Reactant: N[C:2]1[C:30]([CH3:31])=[CH:29][C:5]2[C:6]([CH2:9][CH2:10][C:11]3[N:15]([CH:16]([CH3:18])[CH3:17])[N:14]=[C:13]([C:19]4[CH:24]=[CH:23][C:22]([C:25]([F:28])([F:27])[F:26])=[CH:21][CH:20]=4)[CH:12]=3)=[N:7][O:8][C:4]=2[CH:3]=1.S(=O)(=O)(O)[OH:33].S([O-])([O-])=O.[Na+].[Na+]. Product: [CH:16]([N:15]1[C:11]([CH2:10][CH2:9][C:6]2[C:5]3[CH:29]=[C:30]([CH3:31])[C:2]([OH:33])=[CH:3][C:4]=3[O:8][N:7]=2)=[CH:12][C:13]([C:19]2[CH:24]=[CH:23][C:22]([C:25]([F:28])([F:27])[F:26])=[CH:21][CH:20]=2)=[N:14]1)([CH3:18])[CH3:17]. The catalyst class is: 6. (6) The catalyst class is: 40. Product: [N:7]1([C:14]2[CH:21]=[CH:20][C:17]([C:18]([OH:2])=[O:1])=[CH:16][C:15]=2[C:22]([F:25])([F:24])[F:23])[CH2:12][CH2:11][NH:10][CH2:9][CH2:8]1. Reactant: [OH2:1].[OH2:2].O.O.O.O.[NH:7]1[CH2:12][CH2:11][NH:10][CH2:9][CH2:8]1.F[C:14]1[CH:21]=[CH:20][C:17]([C:18]#N)=[CH:16][C:15]=1[C:22]([F:25])([F:24])[F:23].[OH-].[Na+].Cl.